Predict the reaction yield, written as a fraction of the theoretical maximum amount of product (1.0 means a 100% yield; for example, 0.34 means a 34% yield). From a dataset of Reaction yield outcomes from USPTO patents with 853,638 reactions. The reactants are [NH2:1][CH2:2][CH2:3][CH2:4][C:5]([OH:7])=[O:6].C1CCN2C(=NCCC2)CC1.[CH:19]1([N:25]=[C:26]=[O:27])[CH2:24][CH2:23][CH2:22][CH2:21][CH2:20]1.Cl. The catalyst is [OH-].[Na+]. The product is [CH:19]1([NH:25][C:26](=[O:27])[NH:1][CH2:2][CH2:3][CH2:4][C:5]([OH:7])=[O:6])[CH2:24][CH2:23][CH2:22][CH2:21][CH2:20]1. The yield is 0.760.